Dataset: Full USPTO retrosynthesis dataset with 1.9M reactions from patents (1976-2016). Task: Predict the reactants needed to synthesize the given product. (1) Given the product [CH3:2][O:3][N:4]([CH3:20])[C:5]([C@@:7]1([NH:19][S:33]([C:31]2[S:32][C:28]([C:25]3[CH:24]=[C:23]([C:22]([F:21])([F:37])[F:38])[O:27][N:26]=3)=[CH:29][CH:30]=2)(=[O:34])=[O:35])[C@@H:9]([C:10]2[CH:15]=[CH:14][CH:13]=[CH:12][CH:11]=2)[C@H:8]1[CH2:16][O:17][CH3:18])=[O:6], predict the reactants needed to synthesize it. The reactants are: Cl.[CH3:2][O:3][N:4]([CH3:20])[C:5]([C@@:7]1([NH2:19])[C@@H:9]([C:10]2[CH:15]=[CH:14][CH:13]=[CH:12][CH:11]=2)[C@H:8]1[CH2:16][O:17][CH3:18])=[O:6].[F:21][C:22]([F:38])([F:37])[C:23]1[O:27][N:26]=[C:25]([C:28]2[S:32][C:31]([S:33](Cl)(=[O:35])=[O:34])=[CH:30][CH:29]=2)[CH:24]=1. (2) Given the product [CH3:24][N:21]1[CH2:20][CH2:19][N:18]([CH2:16][C:12]2[CH:11]=[C:10]3[C:15](=[CH:14][CH:13]=2)[NH:7][CH:8]=[CH:9]3)[CH2:23][CH2:22]1, predict the reactants needed to synthesize it. The reactants are: [H-].[Al+3].[Li+].[H-].[H-].[H-].[NH:7]1[C:15]2[C:10](=[CH:11][C:12]([C:16]([N:18]3[CH2:23][CH2:22][N:21]([CH3:24])[CH2:20][CH2:19]3)=O)=[CH:13][CH:14]=2)[CH:9]=[CH:8]1. (3) Given the product [ClH:4].[ClH:1].[ClH:4].[Cl:4][C:5]1[C:6]([C:52]([F:55])([F:53])[F:54])=[CH:7][C:8]2[N:12]=[C:11]([CH2:13][CH2:14][CH2:15][CH2:16][N:17]([CH2:19][C@H:20]3[CH2:21][C@@H:22]([N:30]4[C:34]5[N:35]=[CH:36][N:37]=[C:38]([NH:39][CH:40]6[CH2:42][CH2:41]6)[C:33]=5[CH:32]=[CH:31]4)[C@H:23]([OH:27])[C@@H:24]3[OH:25])[CH3:18])[NH:10][C:9]=2[CH:51]=1, predict the reactants needed to synthesize it. The reactants are: [ClH:1].CO.[Cl:4][C:5]1[C:6]([C:52]([F:55])([F:54])[F:53])=[CH:7][C:8]2[N:12]=[C:11]([CH2:13][CH2:14][CH2:15][CH2:16][N:17]([CH2:19][C@@H:20]3[C@H:24]4[O:25]C(C)(C)[O:27][C@H:23]4[C@H:22]([N:30]4[C:34]5[N:35]=[CH:36][N:37]=[C:38]([NH:39][CH:40]6[CH2:42][CH2:41]6)[C:33]=5[CH:32]=[CH:31]4)[CH2:21]3)[CH3:18])[N:10](COCC[Si](C)(C)C)[C:9]=2[CH:51]=1.Cl. (4) Given the product [NH2:23][C:10]1[N:9]=[CH:8][N:7]=[C:6]2[C:11]=1[N:12]=[C:13]([S:14][C:15]1[CH:20]=[C:19]([Cl:21])[CH:18]=[C:17]([Cl:22])[CH:16]=1)[N:5]2[CH2:4][CH2:3][CH2:2][CH2:24][CH2:25][CH2:26][NH:57][C:34](=[S:35])[NH:33][C:32]1[CH:27]=[CH:28][C:29]([C:39]2[C:49]3[C:48]([O:47][C:41]4[C:40]=2[CH:45]=[CH:44][C:43](=[O:46])[CH:42]=4)=[CH:53][C:52]([OH:54])=[CH:51][CH:50]=3)=[C:30]([CH:31]=1)[C:36]([OH:38])=[O:37], predict the reactants needed to synthesize it. The reactants are: N[CH:2]([CH2:24][CH2:25][CH3:26])[CH2:3][CH2:4][N:5]1[C:13]([S:14][C:15]2[CH:20]=[C:19]([Cl:21])[CH:18]=[C:17]([Cl:22])[CH:16]=2)=[N:12][C:11]2[C:6]1=[N:7][CH:8]=[N:9][C:10]=2[NH2:23].[CH:27]1[C:32]([N:33]=[C:34]=[S:35])=[CH:31][C:30]2[C:36]([O:38][C:39]3([C:49]4[CH:50]=[CH:51][C:52]([OH:54])=[CH:53][C:48]=4[O:47][C:41]4[CH:42]=[C:43]([OH:46])[CH:44]=[CH:45][C:40]3=4)[C:29]=2[CH:28]=1)=[O:37].CC[N:57](CC)CC. (5) Given the product [F:20][C:15]1[CH:16]=[CH:17][CH:18]=[CH:19][C:14]=1[C:11]1[CH:12]=[CH:13][C:8]2[N:7]=[C:24]([C:25]3[CH:30]=[CH:29][CH:28]=[C:27]([C:31]4[CH:36]=[N:35][CH:34]=[N:33][CH:32]=4)[CH:26]=3)[CH2:23][C:22](=[O:38])[NH:21][C:9]=2[CH:10]=1, predict the reactants needed to synthesize it. The reactants are: C(OC(=O)[NH:7][C:8]1[CH:13]=[CH:12][C:11]([C:14]2[CH:19]=[CH:18][CH:17]=[CH:16][C:15]=2[F:20])=[CH:10][C:9]=1[NH:21][C:22](=[O:38])[CH2:23][C:24](=O)[C:25]1[CH:30]=[CH:29][CH:28]=[C:27]([C:31]2[CH:32]=[N:33][CH:34]=[N:35][CH:36]=2)[CH:26]=1)(C)(C)C.C(O)(C(F)(F)F)=O. (6) Given the product [CH2:1]([O:3][C:4]([C:6]1[O:7][C:8]2[C:13]([C:14](=[O:16])[CH:15]=1)=[CH:12][C:11]([O:17][CH3:18])=[CH:10][C:9]=2[N:26]1[CH2:27][CH2:28][N:23]([CH2:20][CH2:21][CH3:22])[CH2:24][CH2:25]1)=[O:5])[CH3:2], predict the reactants needed to synthesize it. The reactants are: [CH2:1]([O:3][C:4]([C:6]1[O:7][C:8]2[C:13]([C:14](=[O:16])[CH:15]=1)=[CH:12][C:11]([O:17][CH3:18])=[CH:10][C:9]=2Br)=[O:5])[CH3:2].[CH2:20]([N:23]1[CH2:28][CH2:27][NH:26][CH2:25][CH2:24]1)[CH2:21][CH3:22]. (7) The reactants are: CC([CH:5]1[C:13]2[C:8](=[CH:9][CH:10]=[CH:11][CH:12]=2)[CH2:7][CH:6]1[N:14]([CH2:18][C:19]1[CH:24]=[CH:23][C:22]([O:25][C:26]2[C:31]([F:32])=[CH:30][C:29]([N+:33]([O-])=O)=[C:28]([NH2:36])[C:27]=2[F:37])=[CH:21][CH:20]=1)C(=O)[O-])(C)C. Given the product [NH2:36][C:28]1[C:27]([F:37])=[C:26]([O:25][C:22]2[CH:21]=[CH:20][C:19]([CH2:18][NH:14][CH:6]3[CH2:5][C:13]4[C:8](=[CH:9][CH:10]=[CH:11][CH:12]=4)[CH2:7]3)=[CH:24][CH:23]=2)[C:31]([F:32])=[CH:30][C:29]=1[NH2:33], predict the reactants needed to synthesize it.